This data is from Forward reaction prediction with 1.9M reactions from USPTO patents (1976-2016). The task is: Predict the product of the given reaction. (1) Given the reactants [F:1][C@@H:2]1[CH2:7][CH2:6][CH2:5][CH2:4][C@H:3]1[O:8][C:9]1[N:10]=[C:11]([O:42][CH2:43][CH2:44][CH3:45])[C:12]2[N:17]=[C:16]([C:18]3[CH:39]=[C:38]([CH3:40])[C:21]([O:22][CH2:23][C:24]([N:26]4[CH2:30][CH2:29][CH2:28][C@H:27]4[C:31]([O:33]C(C)(C)C)=[O:32])=[O:25])=[C:20]([CH3:41])[CH:19]=3)[O:15][C:13]=2[N:14]=1, predict the reaction product. The product is: [F:1][C@@H:2]1[CH2:7][CH2:6][CH2:5][CH2:4][C@H:3]1[O:8][C:9]1[N:10]=[C:11]([O:42][CH2:43][CH2:44][CH3:45])[C:12]2[N:17]=[C:16]([C:18]3[CH:19]=[C:20]([CH3:41])[C:21]([O:22][CH2:23][C:24]([N:26]4[CH2:30][CH2:29][CH2:28][C@H:27]4[C:31]([OH:33])=[O:32])=[O:25])=[C:38]([CH3:40])[CH:39]=3)[O:15][C:13]=2[N:14]=1. (2) Given the reactants [N+:1]([C:4]1[CH:14]=[CH:13][C:7]2[CH:8]=[CH:9][S:10](=[O:12])(=[O:11])[C:6]=2[CH:5]=1)([O-])=O, predict the reaction product. The product is: [S:10]1(=[O:11])(=[O:12])[C:6]2[CH:5]=[C:4]([NH2:1])[CH:14]=[CH:13][C:7]=2[CH2:8][CH2:9]1. (3) Given the reactants C([O:8][CH:9]([CH3:30])[CH2:10][CH2:11][C:12]1[O:13][C:14]2[C:23]3[CH:22]([CH2:24][CH2:25][NH:26][C:27](=[O:29])[CH3:28])[CH2:21][CH2:20][C:19]=3[CH:18]=[CH:17][C:15]=2[N:16]=1)C1C=CC=CC=1, predict the reaction product. The product is: [OH:8][CH:9]([CH3:30])[CH2:10][CH2:11][C:12]1[O:13][C:14]2[C:23]3[CH:22]([CH2:24][CH2:25][NH:26][C:27](=[O:29])[CH3:28])[CH2:21][CH2:20][C:19]=3[CH:18]=[CH:17][C:15]=2[N:16]=1. (4) Given the reactants [OH:1][C:2]1[CH:7]=[CH:6][C:5]([C:8]2[CH:9]=[C:10]3[C:15](=[CH:16][CH:17]=2)[N:14]=[C:13]([C:18]([O:20][CH3:21])=[O:19])[CH:12]=[CH:11]3)=[CH:4][CH:3]=1.[CH:22]1([C:27]2[C:31]([CH2:32]O)=[C:30]([CH:34]3[CH2:38][CH2:37][CH2:36][CH2:35]3)[O:29][N:28]=2)[CH2:26][CH2:25][CH2:24][CH2:23]1.C1(P(C2C=CC=CC=2)C2C=CC=CC=2)C=CC=CC=1.N(C(OC(C)C)=O)=NC(OC(C)C)=O, predict the reaction product. The product is: [CH:22]1([C:27]2[C:31]([CH2:32][O:1][C:2]3[CH:7]=[CH:6][C:5]([C:8]4[CH:9]=[C:10]5[C:15](=[CH:16][CH:17]=4)[N:14]=[C:13]([C:18]([O:20][CH3:21])=[O:19])[CH:12]=[CH:11]5)=[CH:4][CH:3]=3)=[C:30]([CH:34]3[CH2:35][CH2:36][CH2:37][CH2:38]3)[O:29][N:28]=2)[CH2:26][CH2:25][CH2:24][CH2:23]1. (5) Given the reactants [CH3:1][O:2][C:3]([C:5]1[CH:6]=[C:7]2[C:11](=[CH:12][CH:13]=1)[NH:10][CH:9]=[CH:8]2)=[O:4].[H-].[Na+].[CH3:16][Si:17]([CH3:25])([CH3:24])[CH2:18][CH2:19][S:20](Cl)(=[O:22])=[O:21].C(O)(=O)C, predict the reaction product. The product is: [CH3:1][O:2][C:3]([C:5]1[CH:6]=[C:7]2[C:11](=[CH:12][CH:13]=1)[N:10]([S:20]([CH2:19][CH2:18][Si:17]([CH3:25])([CH3:24])[CH3:16])(=[O:22])=[O:21])[CH:9]=[CH:8]2)=[O:4]. (6) Given the reactants Cl[C:2]1[C:11]2[C:6](=[CH:7][C:8]([S:12]([N:15](CC3C=CC(OC)=CC=3)[C:16]3[CH:21]=[CH:20][N:19]=[CH:18][N:17]=3)(=[O:14])=[O:13])=[CH:9][CH:10]=2)[C:5]([C:31]#[N:32])=[CH:4][N:3]=1.[CH3:33][O:34][C:35]1[CH:40]=[C:39]([C:41]([F:44])([F:43])[F:42])[CH:38]=[CH:37][C:36]=1B(O)O, predict the reaction product. The product is: [C:31]([C:5]1[C:6]2[C:11](=[CH:10][CH:9]=[C:8]([S:12]([NH:15][C:16]3[CH:21]=[CH:20][N:19]=[CH:18][N:17]=3)(=[O:13])=[O:14])[CH:7]=2)[C:2]([C:36]2[CH:37]=[CH:38][C:39]([C:41]([F:44])([F:43])[F:42])=[CH:40][C:35]=2[O:34][CH3:33])=[N:3][CH:4]=1)#[N:32]. (7) The product is: [CH2:16]([N:18]([CH2:19][CH3:20])[C:9](=[O:11])[CH2:8][CH2:7][C:1]1[CH:2]=[CH:3][CH:4]=[CH:5][CH:6]=1)[CH3:17]. Given the reactants [C:1]1([CH2:7][CH2:8][C:9]([OH:11])=O)[CH:6]=[CH:5][CH:4]=[CH:3][CH:2]=1.S(Cl)(Cl)=O.[CH2:16]([NH:18][CH2:19][CH3:20])[CH3:17].C(Cl)Cl, predict the reaction product. (8) The product is: [CH3:14][O:13][C:9](=[O:12])[CH:10]=[CH:11][C:2]1[CH:3]=[N:4][C:5]([CH3:8])=[N:6][CH:7]=1. Given the reactants Br[C:2]1[CH:3]=[N:4][C:5]([CH3:8])=[N:6][CH:7]=1.[C:9]([O:13][CH3:14])(=[O:12])[CH:10]=[CH2:11].C1(P(C2C=CC=CC=2)C2C=CC=CC=2)C=CC=CC=1.C(N(CC)CC)C, predict the reaction product. (9) The product is: [F:17][C:18]1[CH:23]=[CH:22][C:21]([C:2]2[C:6]3[CH:7]=[C:8]([C:11]4[O:12][C:13]([CH3:16])=[N:14][N:15]=4)[CH:9]=[CH:10][C:5]=3[O:4][CH:3]=2)=[CH:20][CH:19]=1. Given the reactants Br[C:2]1[C:6]2[CH:7]=[C:8]([C:11]3[O:12][C:13]([CH3:16])=[N:14][N:15]=3)[CH:9]=[CH:10][C:5]=2[O:4][CH:3]=1.[F:17][C:18]1[CH:23]=[CH:22][C:21](B(O)O)=[CH:20][CH:19]=1.C(=O)([O-])[O-].[Na+].[Na+].COCCOC, predict the reaction product. (10) Given the reactants [CH3:1][CH:2]([CH3:37])[C@H:3]([NH:11][S:12]([C:15]1[CH:16]=[CH:17][C:18]2[C:22]3[CH:23]=[C:24](B4OC(C)(C)C(C)(C)O4)[CH:25]=[CH:26][C:21]=3[O:20][C:19]=2[CH:36]=1)(=[O:14])=[O:13])[C:4]([O:6][C:7]([CH3:10])([CH3:9])[CH3:8])=[O:5].Br[C:39]1[S:40][CH:41]=[CH:42][N:43]=1.C([O-])([O-])=O.[K+].[K+], predict the reaction product. The product is: [CH3:1][CH:2]([CH3:37])[C@H:3]([NH:11][S:12]([C:15]1[CH:16]=[CH:17][C:18]2[C:22]3[CH:23]=[C:24]([C:39]4[S:40][CH:41]=[CH:42][N:43]=4)[CH:25]=[CH:26][C:21]=3[O:20][C:19]=2[CH:36]=1)(=[O:13])=[O:14])[C:4]([O:6][C:7]([CH3:8])([CH3:9])[CH3:10])=[O:5].